Dataset: Reaction yield outcomes from USPTO patents with 853,638 reactions. Task: Predict the reaction yield, written as a fraction of the theoretical maximum amount of product (1.0 means a 100% yield; for example, 0.34 means a 34% yield). (1) The reactants are [CH2:1]([Li])CCC.[S:6]1[CH:10]=[CH:9][N:8]=[C:7]1[C:11]1([OH:21])[CH2:20][CH2:19][C:14]2([O:18][CH2:17][CH2:16][O:15]2)[CH2:13][CH2:12]1.CI.O. The catalyst is C1COCC1.CCOC(C)=O. The product is [CH3:1][C:10]1[S:6][C:7]([C:11]2([OH:21])[CH2:12][CH2:13][C:14]3([O:18][CH2:17][CH2:16][O:15]3)[CH2:19][CH2:20]2)=[N:8][CH:9]=1. The yield is 0.710. (2) The reactants are [NH2:1][C:2]1[C:3]2[N:4]([N:17]=[C:18]([C:20]3[O:21][CH:22]=[CH:23][CH:24]=3)[N:19]=2)[CH:5]=[C:6]([C:8]2[CH:9]=[C:10]([CH:14]=[CH:15][CH:16]=2)[C:11]([OH:13])=O)[N:7]=1.CN(C(ON1N=N[C:35]2[CH:36]=[CH:37][CH:38]=[N:39][C:34]1=2)=[N+](C)C)C.F[P-](F)(F)(F)(F)F.N1CCCCC1.C(N(C(C)C)CC)(C)C. The catalyst is CN(C=O)C. The product is [NH2:1][C:2]1[C:3]2[N:4]([N:17]=[C:18]([C:20]3[O:21][CH:22]=[CH:23][CH:24]=3)[N:19]=2)[CH:5]=[C:6]([C:8]2[CH:9]=[C:10]([C:11]([N:39]3[CH2:34][CH2:35][CH2:36][CH2:37][CH2:38]3)=[O:13])[CH:14]=[CH:15][CH:16]=2)[N:7]=1. The yield is 0.620. (3) The product is [C:1]([N:23]1[CH2:24][CH2:25][S:21][C:22]1=[S:26])(=[O:20])[CH2:2][CH2:3][CH2:4][CH2:5][CH2:6][CH2:7][CH2:8]/[CH:9]=[CH:10]/[CH2:11][CH2:12][CH2:13][CH2:14][CH2:15][CH2:16][CH2:17][CH3:18]. The yield is 0.940. The catalyst is CN(C1C=CN=CC=1)C.ClCCl.C1CCC(N=C=NC2CCCCC2)CC1. The reactants are [C:1]([OH:20])(=O)[CH2:2][CH2:3][CH2:4][CH2:5][CH2:6][CH2:7][CH2:8]/[CH:9]=[CH:10]/[CH2:11][CH2:12][CH2:13][CH2:14][CH2:15][CH2:16][CH2:17][CH3:18].[S:21]1[CH2:25][CH2:24][NH:23][C:22]1=[S:26].C1CCC(N=C=NC2CCCCC2)CC1.C(Cl)(Cl)(Cl)Cl.C(Cl)(Cl)Cl. (4) The reactants are Br[C:2]1[CH:7]=[N:6][CH:5]=[C:4]2[N:8]([CH2:11][CH2:12][OH:13])[N:9]=[CH:10][C:3]=12.CC1(C)C(C)(C)OB([C:22]2[CH:27]=[CH:26][C:25]([NH:28][C:29]([NH:31][C:32]3[CH:37]=[CH:36][CH:35]=[C:34]([C:38]([F:41])([F:40])[F:39])[CH:33]=3)=[O:30])=[CH:24][CH:23]=2)O1.C1(C)C=CC=CC=1.C([O-])([O-])=O.[Na+].[Na+]. The catalyst is O.C(OCC)(=O)C.C1C=CC([P]([Pd]([P](C2C=CC=CC=2)(C2C=CC=CC=2)C2C=CC=CC=2)([P](C2C=CC=CC=2)(C2C=CC=CC=2)C2C=CC=CC=2)[P](C2C=CC=CC=2)(C2C=CC=CC=2)C2C=CC=CC=2)(C2C=CC=CC=2)C2C=CC=CC=2)=CC=1.CCO. The product is [OH:13][CH2:12][CH2:11][N:8]1[C:4]2=[CH:5][N:6]=[CH:7][C:2]([C:22]3[CH:23]=[CH:24][C:25]([NH:28][C:29]([NH:31][C:32]4[CH:37]=[CH:36][CH:35]=[C:34]([C:38]([F:39])([F:40])[F:41])[CH:33]=4)=[O:30])=[CH:26][CH:27]=3)=[C:3]2[CH:10]=[N:9]1. The yield is 0.480. (5) The reactants are [OH:1][C:2]1[CH2:3][CH:4]([C:17]([O:19][CH3:20])=[O:18])[CH2:5][C:6](=[O:16])[C:7]=1[N:8]=NC1C=CC=CC=1.[C:21](OC(=O)C)(=[O:23])[CH3:22]. The catalyst is C(O)(=O)C.[Zn]. The product is [C:21]([NH:8][C:7]1[C:6](=[O:16])[CH2:5][CH:4]([C:17]([O:19][CH3:20])=[O:18])[CH2:3][C:2]=1[OH:1])(=[O:23])[CH3:22]. The yield is 0.850. (6) The reactants are [C:1]1([S:7]([C:10]2[CH:11]=[C:12]3[C:17](=[CH:18][CH:19]=2)[C:16]([C:20]#[N:21])=[CH:15][CH2:14][CH2:13]3)(=[O:9])=[O:8])[CH:6]=[CH:5][CH:4]=[CH:3][CH:2]=1.CCO.[H][H]. The catalyst is [Pd].C(O)(=O)C. The product is [C:1]1([S:7]([C:10]2[CH:11]=[C:12]3[C:17](=[CH:18][CH:19]=2)[CH:16]([C:20]#[N:21])[CH2:15][CH2:14][CH2:13]3)(=[O:9])=[O:8])[CH:2]=[CH:3][CH:4]=[CH:5][CH:6]=1. The yield is 0.900. (7) The reactants are Cl.[CH:2]([N:5]1[C:9]([C:10]2[N:19]=[C:18]3[N:12]([CH2:13][CH2:14][O:15][C:16]4[CH:23]=[C:22]([CH:24]5[CH2:29][CH2:28][NH:27][CH2:26][CH2:25]5)[CH:21]=[CH:20][C:17]=43)[CH:11]=2)=[N:8][C:7]([CH3:30])=[N:6]1)([CH3:4])[CH3:3].OP([O-])([O-])=O.[Na+].[Na+].Br[CH2:39][CH2:40][O:41]C1CCCCO1.[I-].[K+]. The catalyst is CN(C=O)C.C(N(CC)CC)C. The product is [CH:2]([N:5]1[C:9]([C:10]2[N:19]=[C:18]3[C:17]4[CH:20]=[CH:21][C:22]([CH:24]5[CH2:29][CH2:28][N:27]([CH2:39][CH2:40][OH:41])[CH2:26][CH2:25]5)=[CH:23][C:16]=4[O:15][CH2:14][CH2:13][N:12]3[CH:11]=2)=[N:8][C:7]([CH3:30])=[N:6]1)([CH3:4])[CH3:3]. The yield is 0.310. (8) The reactants are [CH:1]([C:3]1[CH:17]=[C:16]([N+:18]([O-:20])=[O:19])[CH:15]=[CH:14][C:4]=1[N:5]([CH2:7][CH2:8][CH2:9][CH2:10][C:11]([OH:13])=[O:12])[CH3:6])=O.[C:21](=O)([O-])[O-].[K+].[K+].CI.CN(C=O)C.C(=O)(OC)OC.C[O-].[Na+].Cl. The catalyst is CN(C=O)C.CO.CCCCCC.C(OCC)(=O)C. The product is [CH3:21][O:13][C:11]([C:10]1[CH2:9][CH2:8][CH2:7][N:5]([CH3:6])[C:4]2[CH:14]=[CH:15][C:16]([N+:18]([O-:20])=[O:19])=[CH:17][C:3]=2[CH:1]=1)=[O:12]. The yield is 0.780. (9) The reactants are O1[CH2:5][CH2:4][NH:3][C:2]1=O.[CH3:7][O:8][C:9]1[CH:18]=[CH:17][C:12]2[NH:13][C:14](=[O:16])[O:15][C:11]=2[CH:10]=1. No catalyst specified. The product is [CH3:7][O:8][C:9]1[CH:18]=[CH:17][C:12]2[N:13]([CH2:18][CH2:9][CH:10]3[CH2:5][CH2:4][NH:3][CH2:2][CH2:11]3)[C:14](=[O:16])[O:15][C:11]=2[CH:10]=1. The yield is 0.960.